Dataset: Full USPTO retrosynthesis dataset with 1.9M reactions from patents (1976-2016). Task: Predict the reactants needed to synthesize the given product. (1) Given the product [CH3:20][NH:19][C:17]([C:7]1[C:6]2[CH:21]=[C:2]([B:28]3[O:32][C:31]([CH3:34])([CH3:33])[C:30]([CH3:36])([CH3:35])[O:29]3)[C:3]([N:22]([CH3:27])[S:23]([CH3:26])(=[O:25])=[O:24])=[CH:4][C:5]=2[O:9][C:8]=1[N:10]1[CH:15]=[CH:14][CH:13]=[CH:12][C:11]1=[O:16])=[O:18], predict the reactants needed to synthesize it. The reactants are: Br[C:2]1[C:3]([N:22]([CH3:27])[S:23]([CH3:26])(=[O:25])=[O:24])=[CH:4][C:5]2[O:9][C:8]([N:10]3[CH:15]=[CH:14][CH:13]=[CH:12][C:11]3=[O:16])=[C:7]([C:17]([NH:19][CH3:20])=[O:18])[C:6]=2[CH:21]=1.[B:28]1([B:28]2[O:32][C:31]([CH3:34])([CH3:33])[C:30]([CH3:36])([CH3:35])[O:29]2)[O:32][C:31]([CH3:34])([CH3:33])[C:30]([CH3:36])([CH3:35])[O:29]1.CC([O-])=O.[K+]. (2) Given the product [Cl:1][C:2]1[CH:3]=[CH:4][C:5]([CH2:8][O:9][C:10]2[CH:15]=[CH:14][N:13]([C:16]3[CH:21]=[CH:20][C:19]4[C:22]5[CH2:23][NH:24][CH2:25][CH2:26][C:27]=5[O:28][C:18]=4[CH:17]=3)[C:12](=[O:36])[CH:11]=2)=[N:6][CH:7]=1, predict the reactants needed to synthesize it. The reactants are: [Cl:1][C:2]1[CH:3]=[CH:4][C:5]([CH2:8][O:9][C:10]2[CH:15]=[CH:14][N:13]([C:16]3[CH:21]=[CH:20][C:19]4[C:22]5[CH2:23][N:24](C(OC(C)(C)C)=O)[CH2:25][CH2:26][C:27]=5[O:28][C:18]=4[CH:17]=3)[C:12](=[O:36])[CH:11]=2)=[N:6][CH:7]=1.Cl.C([O-])(O)=O.[Na+].